From a dataset of Reaction yield outcomes from USPTO patents with 853,638 reactions. Predict the reaction yield, written as a fraction of the theoretical maximum amount of product (1.0 means a 100% yield; for example, 0.34 means a 34% yield). (1) The reactants are [CH:1]1([C@@H:7]([NH:9][C:10]([C:12]2[C:21]3[C:16](=[CH:17][CH:18]=[CH:19][CH:20]=3)[N:15]=[C:14]([C:22]3[CH:27]=[CH:26][CH:25]=[CH:24][CH:23]=3)[C:13]=2[CH2:28][N:29]2[CH2:34][CH2:33][N:32]([C:35](=[O:38])[CH:36]=[CH2:37])[CH2:31][CH2:30]2)=[O:11])[CH3:8])[CH2:6][CH2:5][CH2:4][CH2:3][CH2:2]1.[NH:39]1[CH2:43][CH2:42][CH2:41][CH2:40]1.C(OC(C)C)(C)C. The catalyst is C(Cl)Cl. The product is [CH:1]1([C@@H:7]([NH:9][C:10]([C:12]2[C:21]3[C:16](=[CH:17][CH:18]=[CH:19][CH:20]=3)[N:15]=[C:14]([C:22]3[CH:23]=[CH:24][CH:25]=[CH:26][CH:27]=3)[C:13]=2[CH2:28][N:29]2[CH2:34][CH2:33][N:32]([C:35](=[O:38])[CH2:36][CH2:37][N:39]3[CH2:43][CH2:42][CH2:41][CH2:40]3)[CH2:31][CH2:30]2)=[O:11])[CH3:8])[CH2:6][CH2:5][CH2:4][CH2:3][CH2:2]1. The yield is 0.570. (2) The reactants are [Cl:1][C:2]1[S:6][C:5]([S:7](Cl)(=[O:9])=[O:8])=[CH:4][CH:3]=1.[NH2:11][C:12]([CH3:16])([CH3:15])[CH2:13][OH:14]. No catalyst specified. The product is [OH:14][CH2:13][C:12]([NH:11][S:7]([C:5]1[S:6][C:2]([Cl:1])=[CH:3][CH:4]=1)(=[O:9])=[O:8])([CH3:16])[CH3:15]. The yield is 0.770. (3) The reactants are [F:1][C:2]1[CH:10]=[C:9]2[C:5]([C:6]([C:12]3[N:13]=[C:14]4[C:20]([C:21](O)=[O:22])=[CH:19][NH:18][C:15]4=[N:16][CH:17]=3)=[N:7][N:8]2[CH3:11])=[CH:4][CH:3]=1.Cl.[NH2:25][C:26]([CH3:35])([CH3:34])[C:27]([O:29][C:30]([CH3:33])([CH3:32])[CH3:31])=[O:28].CN(C(ON1N=NC2C=CC=NC1=2)=[N+](C)C)C.F[P-](F)(F)(F)(F)F.CCN(C(C)C)C(C)C. The catalyst is CN(C=O)C. The product is [F:1][C:2]1[CH:10]=[C:9]2[C:5]([C:6]([C:12]3[N:13]=[C:14]4[C:20]([C:21]([NH:25][C:26]([CH3:35])([CH3:34])[C:27]([O:29][C:30]([CH3:33])([CH3:32])[CH3:31])=[O:28])=[O:22])=[CH:19][NH:18][C:15]4=[N:16][CH:17]=3)=[N:7][N:8]2[CH3:11])=[CH:4][CH:3]=1. The yield is 0.518. (4) The reactants are [F:1][C:2]1[CH:7]=[CH:6][C:5]([C:8]2[O:9][C:10]3[CH:20]=[CH:19][C:18]([C:21]4[CH:22]=[CH:23][C:24]([O:30][CH3:31])=[C:25]([CH:29]=4)[C:26](O)=[O:27])=[CH:17][C:11]=3[C:12]=2[C:13](=[O:16])[NH:14][CH3:15])=[CH:4][CH:3]=1.C(N(C(C)C)C(C)C)C.[CH3:41][CH:42]([CH3:45])[CH2:43][NH2:44].CN(C(ON1N=NC2C=CC=NC1=2)=[N+](C)C)C.F[P-](F)(F)(F)(F)F. The catalyst is C(OCC)(=O)C.C(#N)C.CN(C=O)C. The product is [F:1][C:2]1[CH:3]=[CH:4][C:5]([C:8]2[O:9][C:10]3[CH:20]=[CH:19][C:18]([C:21]4[CH:22]=[CH:23][C:24]([O:30][CH3:31])=[C:25]([C:26](=[O:27])[NH:44][CH2:43][CH:42]([CH3:45])[CH3:41])[CH:29]=4)=[CH:17][C:11]=3[C:12]=2[C:13]([NH:14][CH3:15])=[O:16])=[CH:6][CH:7]=1. The yield is 0.380.